Dataset: Full USPTO retrosynthesis dataset with 1.9M reactions from patents (1976-2016). Task: Predict the reactants needed to synthesize the given product. (1) Given the product [CH:1]1([C:4]2[N:8]=[C:7]([C:9]3[C:10]4[CH2:18][CH2:17][CH:16]([F:19])[CH2:15][C:11]=4[S:12][C:13]=3[NH:14][C:29]([C:20]3[CH2:25][CH2:24][CH2:23][CH2:22][C:21]=3[C:26]([OH:28])=[O:27])=[O:30])[O:6][N:5]=2)[CH2:3][CH2:2]1, predict the reactants needed to synthesize it. The reactants are: [CH:1]1([C:4]2[N:8]=[C:7]([C:9]3[C:10]4[CH2:18][CH2:17][CH:16]([F:19])[CH2:15][C:11]=4[S:12][C:13]=3[NH2:14])[O:6][N:5]=2)[CH2:3][CH2:2]1.[C:20]12[C:29](=[O:30])[O:28][C:26](=[O:27])[C:21]=1[CH2:22][CH2:23][CH2:24][CH2:25]2. (2) Given the product [C:13]([S:3][CH2:2][CH2:1][C:4]([OH:6])=[O:5])([C:7]1[CH:12]=[CH:11][CH:10]=[CH:9][CH:8]=1)([C:20]1[CH:21]=[CH:22][CH:23]=[CH:24][CH:25]=1)[C:14]1[CH:15]=[CH:16][CH:17]=[CH:18][CH:19]=1, predict the reactants needed to synthesize it. The reactants are: [CH2:1]([C:4]([OH:6])=[O:5])[CH2:2][SH:3].[C:7]1([C:13](Cl)([C:20]2[CH:25]=[CH:24][CH:23]=[CH:22][CH:21]=2)[C:14]2[CH:19]=[CH:18][CH:17]=[CH:16][CH:15]=2)[CH:12]=[CH:11][CH:10]=[CH:9][CH:8]=1. (3) Given the product [NH2:8][C@H:9]1[CH2:10][CH2:11][C@H:12]([CH2:15][C:16]([O:18][CH2:25][C:26]2[CH:31]=[CH:30][CH:29]=[CH:28][CH:27]=2)=[O:17])[CH2:13][CH2:14]1, predict the reactants needed to synthesize it. The reactants are: C(OC([NH:8][CH:9]1[CH2:14][CH2:13][CH:12]([CH2:15][C:16]([OH:18])=[O:17])[CH2:11][CH2:10]1)=O)(C)(C)C.C([O-])([O-])=O.[K+].[K+].[CH2:25](Br)[C:26]1[CH:31]=[CH:30][CH:29]=[CH:28][CH:27]=1. (4) Given the product [C:12]1([CH2:11][C:4](=[O:9])[CH2:5][CH2:6][CH2:7][CH3:8])[CH:17]=[CH:16][CH:15]=[CH:14][CH:13]=1, predict the reactants needed to synthesize it. The reactants are: CON(C)[C:4](=[O:9])[CH2:5][CH2:6][CH2:7][CH3:8].[CH2:11]([Mg]Cl)[C:12]1[CH:17]=[CH:16][CH:15]=[CH:14][CH:13]=1.Cl. (5) Given the product [CH2:44]1[N:45]([CH2:46][CH2:47][OH:48])[CH2:40][CH2:41][N:42]([CH2:49][CH2:50][S:51]([OH:54])(=[O:53])=[O:52])[CH2:43]1.[Na+:37].[Cl-:14], predict the reactants needed to synthesize it. The reactants are: O=C[C@@H]([C@H]([C@@H]([C@@H](C(O)=O)O)O)O)O.[Cl-:14].[Cl-].[Ca+2].C(=O)CCCC=O.C1N(CCS(O)(=O)=O)CCOC1.[BH4-].[Na+:37].[H][H].[CH2:40]1[N:45]([CH2:46][CH2:47][OH:48])[CH2:44][CH2:43][N:42]([CH2:49][CH2:50][S:51]([OH:54])(=[O:53])=[O:52])[CH2:41]1. (6) Given the product [OH:40][CH2:39][CH:32]1[C:33]2[C:38](=[CH:37][CH:36]=[CH:35][CH:34]=2)[N:30]([C:27]([C:23]2[N:24]=[CH:25][N:26]=[C:21]([NH:20][C:16]3[CH:17]=[C:18]4[C:13](=[CH:14][CH:15]=3)[CH2:12][C:4]3([C:5]5[C:6](=[N:7][CH:8]=[CH:9][CH:10]=5)[NH:11][C:3]3=[O:2])[CH2:19]4)[CH:22]=2)=[O:28])[CH2:31]1, predict the reactants needed to synthesize it. The reactants are: Cl.[O:2]=[C:3]1[NH:11][C:6]2=[N:7][CH:8]=[CH:9][CH:10]=[C:5]2[C:4]21[CH2:19][C:18]1[C:13](=[CH:14][CH:15]=[C:16]([NH:20][C:21]3[N:26]=[CH:25][N:24]=[C:23]([C:27](O)=[O:28])[CH:22]=3)[CH:17]=1)[CH2:12]2.[NH:30]1[C:38]2[C:33](=[CH:34][CH:35]=[CH:36][CH:37]=2)[CH:32]([CH2:39][OH:40])[CH2:31]1.CN(C(ON1N=NC2C=CC=CC1=2)=[N+](C)C)C.[B-](F)(F)(F)F. (7) Given the product [N:1]1([C:5]2[C:6]3[CH2:28][CH2:27][C@H:26]([C:29]4[CH:34]=[CH:33][C:32]([O:35][C:36]([F:37])([F:38])[F:39])=[CH:31][CH:30]=4)[C:7]=3[N:8]=[C:9]([NH:11][C:12]3[CH:17]=[CH:16][C:15]([N:18]4[CH:22]=[C:21]([Cl:23])[N:20]=[CH:19]4)=[C:14]([O:24][CH3:25])[CH:13]=3)[N:10]=2)[CH2:2][CH2:3][CH2:4]1, predict the reactants needed to synthesize it. The reactants are: [N:1]1([C:5]2[C:6]3[CH2:28][CH2:27][CH:26]([C:29]4[CH:34]=[CH:33][C:32]([O:35][C:36]([F:39])([F:38])[F:37])=[CH:31][CH:30]=4)[C:7]=3[N:8]=[C:9]([NH:11][C:12]3[CH:17]=[CH:16][C:15]([N:18]4[CH:22]=[C:21]([Cl:23])[N:20]=[CH:19]4)=[C:14]([O:24][CH3:25])[CH:13]=3)[N:10]=2)[CH2:4][CH2:3][CH2:2]1.